Dataset: Forward reaction prediction with 1.9M reactions from USPTO patents (1976-2016). Task: Predict the product of the given reaction. Given the reactants [O:1]([C:3]1[CH:8]=[CH:7][C:6]([Cl:9])=[CH:5][C:4]=1[NH:10][C:11]([NH:13][C:14]1[CH:22]=[CH:21][CH:20]=[C:19]2[C:15]=1[CH:16]=[CH:17][N:18]2[CH2:23][C:24]1[CH:29]=[CH:28][N:27]=[C:26]2[N:30](C(OC(C)(C)C)=O)[CH:31]=[CH:32][C:25]=12)=[O:12])[CH3:2].Cl, predict the reaction product. The product is: [ClH:9].[O:1]([C:3]1[CH:8]=[CH:7][C:6]([Cl:9])=[CH:5][C:4]=1[NH:10][C:11]([NH:13][C:14]1[CH:22]=[CH:21][CH:20]=[C:19]2[C:15]=1[CH:16]=[CH:17][N:18]2[CH2:23][C:24]1[CH:29]=[CH:28][N:27]=[C:26]2[NH:30][CH:31]=[CH:32][C:25]=12)=[O:12])[CH3:2].